Dataset: Catalyst prediction with 721,799 reactions and 888 catalyst types from USPTO. Task: Predict which catalyst facilitates the given reaction. (1) Reactant: [Cl:1][C:2]1[CH:7]=[C:6]([Cl:8])[CH:5]=[CH:4][C:3]=1[CH:9]1[CH:18]([C:19]([NH:21][O:22][CH2:23][C:24]([NH:26][NH2:27])=[O:25])=[O:20])[C:17]2[C:12](=[CH:13][CH:14]=[CH:15][CH:16]=2)[C:11](=[O:28])[N:10]1[CH:29]1[CH2:34][CH2:33][CH2:32][CH2:31][CH:30]1[NH:35][S:36]([CH3:39])(=[O:38])=[O:37].[C:40](N1C=CN=C1)(N1C=CN=C1)=[O:41].C(N(CC)CC)C.Cl. Product: [Cl:1][C:2]1[CH:7]=[C:6]([Cl:8])[CH:5]=[CH:4][C:3]=1[CH:9]1[CH:18]([C:19]([NH:21][O:22][CH2:23][C:24]2[O:25][C:40](=[O:41])[NH:27][N:26]=2)=[O:20])[C:17]2[C:12](=[CH:13][CH:14]=[CH:15][CH:16]=2)[C:11](=[O:28])[N:10]1[CH:29]1[CH2:34][CH2:33][CH2:32][CH2:31][CH:30]1[NH:35][S:36]([CH3:39])(=[O:38])=[O:37]. The catalyst class is: 1. (2) Reactant: Cl[C:2]1[N:11]=[CH:10][C:9]2[N:8]([CH2:12][CH:13]3[CH2:15][CH2:14]3)[C:7](=[O:16])[C@:6]3([CH3:22])[C@H:17]([CH3:21])[O:18][CH2:19][CH2:20][N:5]3[C:4]=2[N:3]=1.[CH3:23][NH:24][C:25]([NH:27][C:28]1[CH:33]=[CH:32][C:31](B2OC(C)(C)C(C)(C)O2)=[CH:30][CH:29]=1)=[O:26].C([O-])(O)=O.[Na+].[Na+].[Cl-]. Product: [CH:13]1([CH2:12][N:8]2[C:7](=[O:16])[C@:6]3([CH3:22])[C@H:17]([CH3:21])[O:18][CH2:19][CH2:20][N:5]3[C:4]3[N:3]=[C:2]([C:31]4[CH:30]=[CH:29][C:28]([NH:27][C:25]([NH:24][CH3:23])=[O:26])=[CH:33][CH:32]=4)[N:11]=[CH:10][C:9]2=3)[CH2:15][CH2:14]1. The catalyst class is: 294. (3) Reactant: [C:1]([C:5]1[CH:10]=[C:9](Cl)[N:8]=[C:7]([CH3:12])[N:6]=1)([CH3:4])([CH3:3])[CH3:2].[NH:13]1[CH2:18][CH2:17][NH:16][CH2:15][CH2:14]1. Product: [C:1]([C:5]1[CH:10]=[C:9]([N:13]2[CH2:18][CH2:17][NH:16][CH2:15][CH2:14]2)[N:8]=[C:7]([CH3:12])[N:6]=1)([CH3:4])([CH3:3])[CH3:2]. The catalyst class is: 8.